Dataset: Full USPTO retrosynthesis dataset with 1.9M reactions from patents (1976-2016). Task: Predict the reactants needed to synthesize the given product. (1) The reactants are: [F:1][C:2]([F:10])([F:9])[C:3]([CH3:8])([CH3:7])[C:4]([OH:6])=[O:5].C(Cl)(=O)C(Cl)=O.C(N(CC)CC)C.[CH2:24](O)[CH2:25][CH2:26][CH3:27]. Given the product [CH2:24]([O:5][C:4](=[O:6])[C:3]([CH3:8])([CH3:7])[C:2]([F:10])([F:9])[F:1])[CH2:25][CH2:26][CH3:27], predict the reactants needed to synthesize it. (2) The reactants are: [F:1][C:2]1[CH:3]=[C:4]2[C:8](=[CH:9][CH:10]=1)[NH:7][N:6]=[C:5]2[C:11]#[N:12].[C:13]([O:17][C:18](=[O:32])[CH2:19]N1C2=CN=CC=C2C(C(=O)C)=N1)([CH3:16])([CH3:15])[CH3:14]. Given the product [C:13]([O:17][C:18](=[O:32])[CH2:19][N:7]1[C:8]2[C:4](=[CH:3][C:2]([F:1])=[CH:10][CH:9]=2)[C:5]([C:11]#[N:12])=[N:6]1)([CH3:16])([CH3:15])[CH3:14], predict the reactants needed to synthesize it. (3) Given the product [F:25][C:4]1[C:5]([CH3:24])=[C:6]([C:9]2[CH:10]=[N:11][N:12]([C:15]3[CH:23]=[CH:22][C:18]([C:19]([N:26]4[CH2:30][CH2:29][CH2:28][CH2:27]4)=[O:20])=[CH:17][N:16]=3)[C:13]=2[OH:14])[CH:7]=[CH:8][C:3]=1[C:1]#[N:2], predict the reactants needed to synthesize it. The reactants are: [C:1]([C:3]1[CH:8]=[CH:7][C:6]([C:9]2[CH:10]=[N:11][N:12]([C:15]3[CH:23]=[CH:22][C:18]([C:19](O)=[O:20])=[CH:17][N:16]=3)[C:13]=2[OH:14])=[C:5]([CH3:24])[C:4]=1[F:25])#[N:2].[NH:26]1[CH2:30][CH2:29][CH2:28][CH2:27]1. (4) Given the product [CH2:16]([NH:23][C:24](=[O:25])[C:26]1[CH:27]=[C:28]([C:2]2[N:6]([CH3:7])[CH:5]=[N:4][C:3]=2[C:8]2[CH:13]=[C:12]([C:14]#[N:15])[CH:11]=[CH:10][N:9]=2)[CH:29]=[CH:30][C:31]=1[F:32])[C:17]1[CH:18]=[CH:19][CH:20]=[CH:21][CH:22]=1, predict the reactants needed to synthesize it. The reactants are: Br[C:2]1[N:6]([CH3:7])[CH:5]=[N:4][C:3]=1[C:8]1[CH:13]=[C:12]([C:14]#[N:15])[CH:11]=[CH:10][N:9]=1.[CH2:16]([NH:23][C:24]([C:26]1[CH:27]=[C:28](B(O)O)[CH:29]=[CH:30][C:31]=1[F:32])=[O:25])[C:17]1[CH:22]=[CH:21][CH:20]=[CH:19][CH:18]=1. (5) Given the product [F:23][C@H:24]1[C@@H:29]([O:30][C:31]2[CH:38]=[CH:37][C:36]([C:2]3[N:3]=[C:4]([NH:8][C:9]4[CH:14]=[CH:13][C:12]([N:15]5[CH2:20][CH2:19][O:18][CH2:17][C@H:16]5[CH2:21][OH:22])=[CH:11][CH:10]=4)[N:5]=[CH:6][N:7]=3)=[CH:35][C:32]=2[C:33]#[N:34])[CH2:28][CH2:27][N:26]([C:48](=[O:51])[CH2:49][OH:50])[CH2:25]1, predict the reactants needed to synthesize it. The reactants are: Cl[C:2]1[N:7]=[CH:6][N:5]=[C:4]([NH:8][C:9]2[CH:14]=[CH:13][C:12]([N:15]3[CH2:20][CH2:19][O:18][CH2:17][C@H:16]3[CH2:21][OH:22])=[CH:11][CH:10]=2)[N:3]=1.[F:23][C@H:24]1[C@@H:29]([O:30][C:31]2[CH:38]=[CH:37][C:36](B3OC(C)(C)C(C)(C)O3)=[CH:35][C:32]=2[C:33]#[N:34])[CH2:28][CH2:27][N:26]([C:48](=[O:51])[CH2:49][OH:50])[CH2:25]1.C(=O)([O-])[O-].[Na+].[Na+]. (6) Given the product [ClH:24].[ClH:24].[N:1]1([CH2:7][CH2:8][O:9][NH2:10])[CH2:6][CH2:5][O:4][CH2:3][CH2:2]1, predict the reactants needed to synthesize it. The reactants are: [N:1]1([CH2:7][CH2:8][O:9][N:10]=C(C2C=CC=CC=2)C2C=CC=CC=2)[CH2:6][CH2:5][O:4][CH2:3][CH2:2]1.[ClH:24].